Dataset: Retrosynthesis with 50K atom-mapped reactions and 10 reaction types from USPTO. Task: Predict the reactants needed to synthesize the given product. Given the product COC(=O)c1ccc2c(c1)cc(COc1ccccc1)n2Cc1ccc(SC(F)(F)F)cc1, predict the reactants needed to synthesize it. The reactants are: COC(=O)c1ccc2[nH]c(COc3ccccc3)cc2c1.FC(F)(F)Sc1ccc(CBr)cc1.